Dataset: Forward reaction prediction with 1.9M reactions from USPTO patents (1976-2016). Task: Predict the product of the given reaction. (1) Given the reactants [Cl:1][C:2]1[CH:3]=[C:4]([CH:28]=[CH:29][CH:30]=1)[C:5]([NH:7][CH2:8][C:9]1[CH:14]=[CH:13][C:12]([C:15]#[N:16])=[CH:11][C:10]=1[NH:17][CH2:18][C:19]1[CH:20]=[C:21]([CH:25]=[CH:26][CH:27]=1)[C:22](O)=[O:23])=[O:6].[CH3:31][O:32][CH2:33][CH2:34][NH2:35], predict the reaction product. The product is: [Cl:1][C:2]1[CH:3]=[C:4]([CH:28]=[CH:29][CH:30]=1)[C:5]([NH:7][CH2:8][C:9]1[CH:14]=[CH:13][C:12]([C:15]#[N:16])=[CH:11][C:10]=1[NH:17][CH2:18][C:19]1[CH:27]=[CH:26][CH:25]=[C:21]([C:22]([NH:35][CH2:34][CH2:33][O:32][CH3:31])=[O:23])[CH:20]=1)=[O:6]. (2) Given the reactants [Cl:1][C:2]1[CH:10]=[C:9]([C:11]2[CH2:15][C:14]([C:20]3[CH:25]=[C:24]([Cl:26])[CH:23]=[C:22]([Cl:27])[CH:21]=3)([C:16]([F:19])([F:18])[F:17])[O:13][N:12]=2)[CH:8]=[CH:7][C:3]=1[CH:4]=[N:5][OH:6].ClN1C(=O)CCC1=O.[F:36][C:37]([F:41])([F:40])[CH2:38][NH2:39].C(N(CC)CC)C, predict the reaction product. The product is: [Cl:1][C:2]1[CH:10]=[C:9]([C:11]2[CH2:15][C:14]([C:20]3[CH:21]=[C:22]([Cl:27])[CH:23]=[C:24]([Cl:26])[CH:25]=3)([C:16]([F:19])([F:18])[F:17])[O:13][N:12]=2)[CH:8]=[CH:7][C:3]=1[C:4]([NH:5][OH:6])=[N:39][CH2:38][C:37]([F:41])([F:40])[F:36].